Dataset: Forward reaction prediction with 1.9M reactions from USPTO patents (1976-2016). Task: Predict the product of the given reaction. (1) Given the reactants [NH2:1][C:2]1[C:11]([C:12]#[N:13])=[C:10]([C:14]2[CH:19]=[CH:18][C:17]([CH3:20])=[CH:16][CH:15]=2)[C:9]2[C:4](=[CH:5][CH:6]=[CH:7][CH:8]=2)[N:3]=1.[H-].[H-].[H-].[H-].[Li+].[Al+3].O, predict the reaction product. The product is: [NH2:13][CH2:12][C:11]1[C:2]([NH2:1])=[N:3][C:4]2[C:9]([C:10]=1[C:14]1[CH:19]=[CH:18][C:17]([CH3:20])=[CH:16][CH:15]=1)=[CH:8][CH:7]=[CH:6][CH:5]=2. (2) Given the reactants [Cl:1][C:2]1[C:11]2[O:10][CH2:9][CH2:8][CH2:7][C:6]=2[C:5]([CH3:12])=[CH:4][CH:3]=1.[Br:13]Br, predict the reaction product. The product is: [Br:13][C:4]1[CH:3]=[C:2]([Cl:1])[C:11]2[O:10][CH2:9][CH2:8][CH2:7][C:6]=2[C:5]=1[CH3:12].